From a dataset of Forward reaction prediction with 1.9M reactions from USPTO patents (1976-2016). Predict the product of the given reaction. (1) Given the reactants [Cl:1]N1C(=O)CCC1=O.[NH2:9][C:10]1[C:11]([CH3:22])=[C:12]([CH2:16][CH2:17][C:18]([O:20][CH3:21])=[O:19])[CH:13]=[CH:14][CH:15]=1, predict the reaction product. The product is: [NH2:9][C:10]1[C:11]([CH3:22])=[C:12]([CH2:16][CH2:17][C:18]([O:20][CH3:21])=[O:19])[CH:13]=[CH:14][C:15]=1[Cl:1]. (2) Given the reactants CN(C(ON1N=NC2C=CC=NC1=2)=[N+](C)C)C.F[P-](F)(F)(F)(F)F.[F:25][C:26]1[CH:31]=[CH:30][C:29]([C:32]2[CH:37]=[CH:36][C:35]([C:38]([OH:40])=O)=[C:34]([N+:41]([O-:43])=[O:42])[CH:33]=2)=[CH:28][CH:27]=1.Cl.[CH3:45][C:46]([O:49][C@H:50]([CH3:57])[C@@H:51]([C:53]([O:55][CH3:56])=[O:54])[NH2:52])([CH3:48])[CH3:47].C(N(C(C)C)CC)(C)C, predict the reaction product. The product is: [CH3:48][C:46]([O:49][C@H:50]([CH3:57])[C@@H:51]([C:53]([O:55][CH3:56])=[O:54])[NH:52][C:38]([C:35]1[CH:36]=[CH:37][C:32]([C:29]2[CH:28]=[CH:27][C:26]([F:25])=[CH:31][CH:30]=2)=[CH:33][C:34]=1[N+:41]([O-:43])=[O:42])=[O:40])([CH3:45])[CH3:47]. (3) Given the reactants N#N.Cl.Cl.[NH2:5][C@@H:6]([C:16]1[NH:20][C:19]2[CH:21]=[CH:22][CH:23]=[CH:24][C:18]=2[N:17]=1)[CH2:7][C:8]1[CH:15]=[CH:14][C:11]([C:12]#[N:13])=[CH:10][CH:9]=1.CCN(C(C)C)C(C)C.[C:34](N1C=CN=C1)(N1C=CN=C1)=[O:35], predict the reaction product. The product is: [O:35]=[C:34]1[N:20]2[C:19]3[CH:21]=[CH:22][CH:23]=[CH:24][C:18]=3[N:17]=[C:16]2[CH:6]([CH2:7][C:8]2[CH:9]=[CH:10][C:11]([C:12]#[N:13])=[CH:14][CH:15]=2)[NH:5]1. (4) Given the reactants [CH:1]1([CH2:7][C@H:8]([NH:12][C:13](=[O:19])OC(C)(C)C)[C@H:9]2[CH2:11][O:10]2)[CH2:6][CH2:5][CH2:4][CH2:3][CH2:2]1.[Br:20][C:21]1[CH:22]=[C:23]([CH:26]=[CH:27][CH:28]=1)[CH2:24][NH2:25].C(O)(C(F)(F)F)=O.CN1CCOCC1.[CH2:43]([N:46]([CH2:59][CH2:60][CH3:61])[C:47]([C:49]1[CH:50]=[C:51]([CH:55]=[C:56]([CH3:58])[CH:57]=1)C(O)=O)=[O:48])[CH2:44][CH3:45].[ClH:62].CN(C)CCCN=C=NCC.O.ON1C2C=CC=CC=2N=N1.Cl, predict the reaction product. The product is: [ClH:62].[Br:20][C:21]1[CH:22]=[C:23]([CH:26]=[CH:27][CH:28]=1)[CH2:24][NH:25][CH2:11][C@@H:9]([OH:10])[C@@H:8]([NH:12][C:13](=[O:19])[C:51]1[CH:55]=[C:56]([CH3:58])[CH:57]=[C:49]([C:47]([N:46]([CH2:43][CH2:44][CH3:45])[CH2:59][CH2:60][CH3:61])=[O:48])[CH:50]=1)[CH2:7][CH:1]1[CH2:2][CH2:3][CH2:4][CH2:5][CH2:6]1. (5) Given the reactants [N-:1]=[N+:2]=[N-:3].[Na+].Cl[CH2:6][C:7]1[O:11][C:10]([C:12]2[CH:17]=[CH:16][C:15]([C:18]3[C:23]([CH3:24])=[CH:22][CH:21]=[C:20]([C:25]([NH:27][CH:28]4[CH2:30][CH2:29]4)=[O:26])[CH:19]=3)=[CH:14][CH:13]=2)=[N:9][N:8]=1, predict the reaction product. The product is: [N:1]([CH2:6][C:7]1[O:11][C:10]([C:12]2[CH:13]=[CH:14][C:15]([C:18]3[C:23]([CH3:24])=[CH:22][CH:21]=[C:20]([C:25]([NH:27][CH:28]4[CH2:29][CH2:30]4)=[O:26])[CH:19]=3)=[CH:16][CH:17]=2)=[N:9][N:8]=1)=[N+:2]=[N-:3]. (6) Given the reactants [I:1][C:2]1[CH:3]=[C:4]2[C:9](=[CH:10][CH:11]=1)[C:8](=[O:12])[NH:7][C:6](=[O:13])/[C:5]/2=[CH:14]/OC.CN(C)C=O.[Br:22][C:23]1[N:28]=[C:27]([CH2:29][NH2:30])[CH:26]=[CH:25][C:24]=1[O:31][CH2:32][CH2:33][CH3:34], predict the reaction product. The product is: [Br:22][C:23]1[N:28]=[C:27]([CH2:29][NH:30]/[CH:14]=[C:5]2\[C:6](=[O:13])[NH:7][C:8](=[O:12])[C:9]3[C:4]\2=[CH:3][C:2]([I:1])=[CH:11][CH:10]=3)[CH:26]=[CH:25][C:24]=1[O:31][CH2:32][CH2:33][CH3:34]. (7) Given the reactants [Br:1][C:2]([CH3:10])([CH3:9])[C:3]([O:5][CH2:6][CH:7]=[CH2:8])=[O:4].[Cl:11][SiH:12]([CH3:14])[CH3:13], predict the reaction product. The product is: [Br:1][C:2]([CH3:10])([CH3:9])[C:3]([O:5][CH:6]([Si:12]([Cl:11])([CH3:14])[CH3:13])[CH2:7][CH3:8])=[O:4]. (8) Given the reactants [Cl:1][C:2]1[CH:3]=[C:4]([CH:7]=[C:8]([O:10][C:11]2[C:19]3[N:18]=[N:17][NH:16][C:15]=3[CH:14]=[CH:13][C:12]=2[Cl:20])[CH:9]=1)[C:5]#[N:6].C(=O)([O-])[O-].[Cs+].[Cs+].Br[CH2:28][C:29]([C:31]1[CH:32]=[N:33][CH:34]=[CH:35][CH:36]=1)=[O:30], predict the reaction product. The product is: [Cl:1][C:2]1[CH:3]=[C:4]([CH:7]=[C:8]([O:10][C:11]2[C:19]3[N:18]=[N:17][N:16]([CH2:28][C:29](=[O:30])[C:31]4[CH:32]=[N:33][CH:34]=[CH:35][CH:36]=4)[C:15]=3[CH:14]=[CH:13][C:12]=2[Cl:20])[CH:9]=1)[C:5]#[N:6]. (9) Given the reactants [C:1]([NH:4][C:5]1[CH:13]=[CH:12][CH:11]=[C:10]2[C:6]=1[C:7](=[O:33])[N:8]([CH:15]([C:20]1[CH:25]=[CH:24][C:23]([O:26][CH:27]([F:29])[F:28])=[C:22]([O:30][CH2:31][CH3:32])[CH:21]=1)[CH2:16][C:17](O)=[O:18])[C:9]2=[O:14])(=[O:3])[CH3:2].C1N=C[N:36](C(N2C=NC=C2)=O)C=1.[NH4+].[OH-], predict the reaction product. The product is: [C:1]([NH:4][C:5]1[CH:13]=[CH:12][CH:11]=[C:10]2[C:6]=1[C:7](=[O:33])[N:8]([CH:15]([C:20]1[CH:25]=[CH:24][C:23]([O:26][CH:27]([F:28])[F:29])=[C:22]([O:30][CH2:31][CH3:32])[CH:21]=1)[CH2:16][C:17]([NH2:36])=[O:18])[C:9]2=[O:14])(=[O:3])[CH3:2].